Dataset: Full USPTO retrosynthesis dataset with 1.9M reactions from patents (1976-2016). Task: Predict the reactants needed to synthesize the given product. Given the product [O:7]([CH:9]1[CH2:13][CH2:12][NH:11][C:10]1=[O:14])[C:1]1[CH:6]=[CH:5][CH:4]=[CH:3][CH:2]=1, predict the reactants needed to synthesize it. The reactants are: [C:1]1([OH:7])[CH:6]=[CH:5][CH:4]=[CH:3][CH:2]=1.O[CH:9]1[CH2:13][CH2:12][NH:11][C:10]1=[O:14].C1(P(C2C=CC=CC=2)C2C=CC=CC=2)C=CC=CC=1.CC(OC(/N=N/C(OC(C)C)=O)=O)C.